This data is from Full USPTO retrosynthesis dataset with 1.9M reactions from patents (1976-2016). The task is: Predict the reactants needed to synthesize the given product. (1) Given the product [F:53][C:51]1([F:54])[CH2:52][CH:49]([C:47]#[C:48][C:27]2[CH:28]=[C:29]([C@@H:34]3[C@@H:38]([C:39]4[CH:44]=[CH:43][CH:42]=[C:41]([F:45])[CH:40]=4)[O:37][C:36](=[O:46])[NH:35]3)[C:30]([F:33])=[N:31][CH:32]=2)[CH2:50]1, predict the reactants needed to synthesize it. The reactants are: CN(C)CC#CC1C=C([C@@H]2[C@@H](C3C=CC=C(F)C=3)OC(=O)N2)C=NC=1.Br[C:27]1[CH:28]=[C:29]([C@@H:34]2[C@@H:38]([C:39]3[CH:44]=[CH:43][CH:42]=[C:41]([F:45])[CH:40]=3)[O:37][C:36](=[O:46])[NH:35]2)[C:30]([F:33])=[N:31][CH:32]=1.[C:47]([CH:49]1[CH2:52][C:51]([F:54])([F:53])[CH2:50]1)#[CH:48]. (2) Given the product [ClH:25].[ClH:1].[CH3:2][N:3]([CH3:22])[C:4]1([C:16]2[CH:17]=[CH:18][CH:19]=[CH:20][CH:21]=2)[CH2:5][CH2:6][CH:7]([N:10]2[CH2:15][CH2:14][CH2:13][CH2:12][CH2:11]2)[CH2:8][CH2:9]1.[CH3:2][N:3]([CH3:22])[C:4]1([C:16]2[CH:17]=[CH:18][CH:19]=[CH:20][CH:21]=2)[CH2:5][CH2:6][CH:7]([N:10]2[CH2:15][CH2:14][CH2:13][CH2:12][CH2:11]2)[CH2:8][CH2:9]1, predict the reactants needed to synthesize it. The reactants are: [ClH:1].[CH3:2][N:3]([CH3:22])[C:4]1([C:16]2[CH:21]=[CH:20][CH:19]=[CH:18][CH:17]=2)[CH2:9][CH2:8][CH:7]([N:10]2[CH2:15][CH2:14][CH2:13][CH2:12][CH2:11]2)[CH2:6][CH2:5]1.C[Si](C)(C)[Cl:25]. (3) Given the product [C:1].[CH-:6]1[CH:10]=[CH:9][CH:8]=[CH:7]1.[CH-:1]1[CH:5]=[CH:4][CH:3]=[CH:2]1.[Fe+2:11], predict the reactants needed to synthesize it. The reactants are: [CH-:1]1[CH:5]=[CH:4][CH:3]=[CH:2]1.[CH-:6]1[CH:10]=[CH:9][CH:8]=[CH:7]1.[Fe+2:11]. (4) The reactants are: O1CCCC1.C[Si]([C:10]#[C:11][C:12]1[C:13]([NH2:18])=[N:14][CH:15]=[CH:16][CH:17]=1)(C)C.[F-].C([N+](CCCC)(CCCC)CCCC)CCC. Given the product [C:11]([C:12]1[C:13]([NH2:18])=[N:14][CH:15]=[CH:16][CH:17]=1)#[CH:10], predict the reactants needed to synthesize it.